From a dataset of CYP1A2 inhibition data for predicting drug metabolism from PubChem BioAssay. Regression/Classification. Given a drug SMILES string, predict its absorption, distribution, metabolism, or excretion properties. Task type varies by dataset: regression for continuous measurements (e.g., permeability, clearance, half-life) or binary classification for categorical outcomes (e.g., BBB penetration, CYP inhibition). Dataset: cyp1a2_veith. (1) The drug is Fc1ccccc1NC(=S)NCCc1ccccc1. The result is 1 (inhibitor). (2) The drug is COc1ccccc1-c1ccc2ncnc(N3CCOCC3)c2c1. The result is 1 (inhibitor). (3) The result is 1 (inhibitor). The molecule is O=[N+]([O-])c1c(NCCO)cc(Sc2nc3ccccc3s2)c2nonc12. (4) The compound is CC[C@]1([C@H]2O[C@@H]([C@@H]3O[C@](O)(CO)[C@@H](C)C[C@H]3C)C[C@H]2C)CC[C@@H]([C@]2(C)CC[C@@]3(C[C@@H](O)[C@@H](C)[C@@H]([C@H](C)[C@H](OC)[C@H](C)C(=O)[O-])O3)O2)O1.[Na+]. The result is 0 (non-inhibitor). (5) The compound is CC(C)(C)C(=O)OCOC(=O)[C@@H]1N2C(=O)[C@@H](N=CN3CCCCCC3)[C@H]2SC1(C)C. The result is 0 (non-inhibitor). (6) The molecule is CC(=O)NC1=C(OS(=O)(=O)c2ccc(C)cc2)CN(C)C1=O. The result is 0 (non-inhibitor). (7) The drug is COCC(=O)N1CCC2(CCCN(c3ccc(-c4ccccc4)cc3)C2)CC1. The result is 1 (inhibitor). (8) The drug is Clc1ccccc1C(Nc1ncccn1)Nc1ncccn1. The result is 0 (non-inhibitor).